From a dataset of Forward reaction prediction with 1.9M reactions from USPTO patents (1976-2016). Predict the product of the given reaction. (1) Given the reactants C(OC(=O)C)(=O)C.[N+:8]([O-:11])(O)=[O:9].[C:12]([C:15]1[C:19]([CH3:20])=[C:18]([C:21]2[CH:26]=[CH:25][N:24]=[CH:23][CH:22]=2)[NH:17][CH:16]=1)(=[O:14])[CH3:13].C([O-])(O)=O.[Na+], predict the reaction product. The product is: [C:12]([C:15]1[C:19]([CH3:20])=[C:18]([C:21]2[CH:26]=[CH:25][N:24]=[CH:23][CH:22]=2)[NH:17][C:16]=1[N+:8]([O-:11])=[O:9])(=[O:14])[CH3:13]. (2) Given the reactants Br[C:2]1[CH:7]=[CH:6][C:5]([CH:8]([CH3:27])[C:9]([C:15]2[CH:16]=[CH:17][C:18]3[O:23][CH2:22][C:21](=[O:24])[N:20]([CH3:25])[C:19]=3[CH:26]=2)([OH:14])[C:10]([F:13])([F:12])[F:11])=[C:4]([Cl:28])[CH:3]=1.[CH3:29][O:30][C:31](=[O:40])[CH2:32][C:33]1[CH:38]=[CH:37][C:36]([OH:39])=[CH:35][CH:34]=1.C(=O)([O-])[O-].[Cs+].[Cs+].Cl.CN(C)CC(O)=O, predict the reaction product. The product is: [CH3:29][O:30][C:31](=[O:40])[CH2:32][C:33]1[CH:38]=[CH:37][C:36]([O:39][C:2]2[CH:7]=[CH:6][C:5]([CH:8]([CH3:27])[C:9]([OH:14])([C:15]3[CH:16]=[CH:17][C:18]4[O:23][CH2:22][C:21](=[O:24])[N:20]([CH3:25])[C:19]=4[CH:26]=3)[C:10]([F:13])([F:12])[F:11])=[C:4]([Cl:28])[CH:3]=2)=[CH:35][CH:34]=1. (3) Given the reactants OC1C(C(N[C@@H](C2C=CC=CC=2P(C)(=O)OCC)C2C=CC=CC=2)=O)=CN=C(N2C=CC=N2)N=1.[OH:35][C:36]1[C:41]([C:42]([NH:44][C@H:45]([C:58]2[CH:63]=[CH:62][CH:61]=[CH:60][CH:59]=2)[C:46]2[CH:47]=[C:48]([P:52]([CH3:57])(=[O:56])[O:53]CC)[CH:49]=[CH:50][CH:51]=2)=[O:43])=[CH:40][N:39]=[C:38]([N:64]2[CH:68]=[CH:67][CH:66]=[N:65]2)[N:37]=1.[OH-].[Na+], predict the reaction product. The product is: [OH:35][C:36]1[C:41]([C:42]([NH:44][C@H:45]([C:58]2[CH:63]=[CH:62][CH:61]=[CH:60][CH:59]=2)[C:46]2[CH:47]=[C:48]([P:52]([CH3:57])(=[O:53])[OH:56])[CH:49]=[CH:50][CH:51]=2)=[O:43])=[CH:40][N:39]=[C:38]([N:64]2[CH:68]=[CH:67][CH:66]=[N:65]2)[N:37]=1. (4) Given the reactants [F:1][C:2]1[CH:7]=[C:6]([N+:8]([O-:10])=[O:9])[CH:5]=[CH:4][C:3]=1[N:11]1[CH2:16][C@@H:15]([CH3:17])[NH:14][CH2:13][C@@H:12]1[CH3:18].C=O.[BH3-][C:22]#N.[Na+].C(O)(=O)C, predict the reaction product. The product is: [F:1][C:2]1[CH:7]=[C:6]([N+:8]([O-:10])=[O:9])[CH:5]=[CH:4][C:3]=1[N:11]1[CH2:16][C@@H:15]([CH3:17])[N:14]([CH3:22])[CH2:13][C@@H:12]1[CH3:18]. (5) Given the reactants C[O:2][C:3](=[O:33])[CH2:4][N:5]1[C:13]2[C:8](=[CH:9][C:10]([F:14])=[CH:11][CH:12]=2)[C:7]([CH2:15][C:16]2[CH:21]=[CH:20][C:19]([S:22]([C:25]3[CH:30]=[CH:29][C:28]([F:31])=[CH:27][CH:26]=3)(=[O:24])=[O:23])=[CH:18][CH:17]=2)=[C:6]1[CH3:32].[OH-].[Na+].Cl, predict the reaction product. The product is: [F:14][C:10]1[CH:9]=[C:8]2[C:13](=[CH:12][CH:11]=1)[N:5]([CH2:4][C:3]([OH:33])=[O:2])[C:6]([CH3:32])=[C:7]2[CH2:15][C:16]1[CH:21]=[CH:20][C:19]([S:22]([C:25]2[CH:26]=[CH:27][C:28]([F:31])=[CH:29][CH:30]=2)(=[O:23])=[O:24])=[CH:18][CH:17]=1. (6) Given the reactants [CH3:1][O:2][C:3](=[O:12])[C:4]1[CH:9]=[C:8]([CH3:10])[CH:7]=[CH:6][C:5]=1Br.C1(P(C2C=CC=CC=2)C2C=CC=CC=2OC2C=CC=CC=2P(C2C=CC=CC=2)C2C=CC=CC=2)C=CC=CC=1.CC(C)([O-])C.[Na+].[CH:58]([Si:61]([CH:66]([CH3:68])[CH3:67])([CH:63]([CH3:65])[CH3:64])[SH:62])([CH3:60])[CH3:59], predict the reaction product. The product is: [CH3:1][O:2][C:3](=[O:12])[C:4]1[CH:9]=[C:8]([CH3:10])[CH:7]=[CH:6][C:5]=1[S:62][Si:61]([CH:63]([CH3:65])[CH3:64])([CH:66]([CH3:68])[CH3:67])[CH:58]([CH3:59])[CH3:60]. (7) The product is: [S:20]([N:1]1[C:9]2[CH:8]=[CH:7][CH:6]=[C:5]([CH:10]=[O:11])[C:4]=2[CH:3]=[CH:2]1)([C:17]1[CH:18]=[CH:19][C:14]([CH3:24])=[CH:15][CH:16]=1)(=[O:22])=[O:21]. Given the reactants [NH:1]1[C:9]2[CH:8]=[CH:7][CH:6]=[C:5]([CH:10]=[O:11])[C:4]=2[CH:3]=[CH:2]1.[H-].[Na+].[C:14]1([CH3:24])[CH:19]=[CH:18][C:17]([S:20](Cl)(=[O:22])=[O:21])=[CH:16][CH:15]=1, predict the reaction product. (8) The product is: [Br:1][CH2:2][C:3]([NH:6][C:7]1[CH:12]=[CH:11][C:10]([CH3:13])=[CH:9][N:8]=1)=[O:4]. Given the reactants [Br:1][CH2:2][C:3](Br)=[O:4].[NH2:6][C:7]1[CH:12]=[CH:11][C:10]([CH3:13])=[CH:9][N:8]=1, predict the reaction product.